Dataset: Reaction yield outcomes from USPTO patents with 853,638 reactions. Task: Predict the reaction yield, written as a fraction of the theoretical maximum amount of product (1.0 means a 100% yield; for example, 0.34 means a 34% yield). (1) The reactants are CC(C)([O-])C.[K+].[CH3:7][N:8]1[C:12]([N+:13]([O-:15])=[O:14])=[CH:11][CH:10]=[N:9]1.[CH2:16]([Cl:18])[Cl:17]. The catalyst is CN(C=O)C. The product is [Cl:17][CH:16]([Cl:18])[C:11]1[CH:10]=[N:9][N:8]([CH3:7])[C:12]=1[N+:13]([O-:15])=[O:14]. The yield is 0.180. (2) The reactants are [CH3:1][C:2]1[CH:11]=[CH:10][C:9]2[C:4](=[CH:5][CH:6]=[CH:7][C:8]=2[O:12][CH2:13][CH2:14][N:15]2[CH2:20][CH2:19][NH:18][CH2:17][CH2:16]2)[N:3]=1.C(O[BH-](O[C:31](=O)[CH3:32])OC(=O)C)(=O)C.[Na+].C([O-])(O)=O.[Na+].Cl[CH2:41][CH2:42]Cl. No catalyst specified. The product is [CH3:1][C:2]1[CH:11]=[CH:10][C:9]2[C:4](=[CH:5][CH:6]=[CH:7][C:8]=2[O:12][CH2:13][CH2:14][N:15]2[CH2:20][CH2:19][N:18]([CH2:11][C:2]3[CH:1]=[C:42]4[C:41](=[CH:31][CH:32]=3)[N:18]=[CH:17][CH:16]=[N:15]4)[CH2:17][CH2:16]2)[N:3]=1. The yield is 0.610. (3) The reactants are O[NH:2][C:3]([C:5]1[C:6]2[CH:13]=[C:12]([C:14]([F:17])([F:16])[F:15])[NH:11][C:7]=2[N:8]=[CH:9][CH:10]=1)=[NH:4].[C:18]([O:21]C(=O)C)(=[O:20])[CH3:19]. The catalyst is CO.[Pd]. The product is [C:18]([OH:21])(=[O:20])[CH3:19].[F:17][C:14]([F:15])([F:16])[C:12]1[NH:11][C:7]2[N:8]=[CH:9][CH:10]=[C:5]([C:3]([NH2:4])=[NH:2])[C:6]=2[CH:13]=1. The yield is 1.00. (4) The reactants are Cl[C:2]([O:4][CH2:5][C:6]1[CH:11]=[CH:10][CH:9]=[CH:8][CH:7]=1)=[O:3].[NH2:12][C:13]1[CH:14]=[C:15]([CH:20]2[CH2:25][CH2:24][N:23]([C:26]([O:28][C:29]([CH3:32])([CH3:31])[CH3:30])=[O:27])[CH2:22][CH2:21]2)[C:16]([CH3:19])=[CH:17][CH:18]=1.C([O-])([O-])=O.[K+].[K+].C(Cl)Cl. The catalyst is O1CCCC1. The product is [CH3:19][C:16]1[CH:17]=[CH:18][C:13]([NH:12][C:2]([O:4][CH2:5][C:6]2[CH:11]=[CH:10][CH:9]=[CH:8][CH:7]=2)=[O:3])=[CH:14][C:15]=1[CH:20]1[CH2:21][CH2:22][N:23]([C:26]([O:28][C:29]([CH3:32])([CH3:31])[CH3:30])=[O:27])[CH2:24][CH2:25]1. The yield is 0.771. (5) The reactants are [Cl:1][C:2]1[CH:14]=[C:13]([N+:15]([O-])=O)[CH:12]=[C:11]([Cl:18])[C:3]=1[O:4][C:5]1[CH:10]=[CH:9][CH:8]=[CH:7][N:6]=1.[NH4+].[Cl-]. The catalyst is [Zn].C1COCC1. The product is [Cl:18][C:11]1[CH:12]=[C:13]([NH2:15])[CH:14]=[C:2]([Cl:1])[C:3]=1[O:4][C:5]1[CH:10]=[CH:9][CH:8]=[CH:7][N:6]=1. The yield is 0.930. (6) The reactants are [Br:1][C:2]1[CH:7]=[CH:6][C:5]([C:8]2[CH2:13][CH2:12][N:11]([C:14]([O:16][C:17]([CH3:20])([CH3:19])[CH3:18])=[O:15])[CH2:10][CH:9]=2)=[CH:4][CH:3]=1.[H][H]. The catalyst is CCOC(C)=O.[Rh]. The product is [Br:1][C:2]1[CH:7]=[CH:6][C:5]([CH:8]2[CH2:9][CH2:10][N:11]([C:14]([O:16][C:17]([CH3:20])([CH3:19])[CH3:18])=[O:15])[CH2:12][CH2:13]2)=[CH:4][CH:3]=1. The yield is 0.940. (7) The reactants are [C:1]([O:5][C:6]([N:8]1[CH2:13][CH2:12][CH2:11][CH2:10][CH:9]1[CH2:14][CH2:15]OS(C)(=O)=O)=[O:7])([CH3:4])([CH3:3])[CH3:2].[NH:21]1[CH:25]=[CH:24][N:23]=[CH:22]1.[Na]. The catalyst is CN(C=O)C. The product is [C:1]([O:5][C:6]([N:8]1[CH2:13][CH2:12][CH2:11][CH2:10][CH:9]1[CH2:14][CH2:15][N:21]1[CH:25]=[CH:24][N:23]=[CH:22]1)=[O:7])([CH3:4])([CH3:3])[CH3:2]. The yield is 0.690. (8) The reactants are [CH3:1][N:2]1[C:10]2[C:5](=[CH:6][CH:7]=[C:8]([O:11][CH3:12])[CH:9]=2)[C:4]([C:13]([OH:15])=O)=[C:3]1[CH3:16].C(Cl)(=O)C(Cl)=O.C(Cl)Cl.[N:26]1([CH2:32][CH2:33][CH2:34][NH2:35])[CH2:31][CH2:30][O:29][CH2:28][CH2:27]1. No catalyst specified. The product is [CH3:12][O:11][C:8]1[CH:9]=[C:10]2[C:5]([C:4]([C:13]([NH:35][CH2:34][CH2:33][CH2:32][N:26]3[CH2:31][CH2:30][O:29][CH2:28][CH2:27]3)=[O:15])=[C:3]([CH3:16])[N:2]2[CH3:1])=[CH:6][CH:7]=1. The yield is 0.590.